The task is: Predict the product of the given reaction.. This data is from Forward reaction prediction with 1.9M reactions from USPTO patents (1976-2016). (1) The product is: [ClH:37].[NH2:11][CH2:10][C:8]1[CH:7]=[CH:6][C:5]([NH:12][C:13]2[CH:18]=[C:17]([C:19]([F:22])([F:20])[F:21])[CH:16]=[CH:15][C:14]=2[O:23][C:24]2[CH:29]=[CH:28][CH:27]=[CH:26][C:25]=2[C:30]([OH:32])=[O:31])=[C:4]([CH:9]=1)[C:3]([OH:34])=[O:2]. Given the reactants C[O:2][C:3](=[O:34])[C:4]1[CH:9]=[C:8]([CH2:10][NH2:11])[CH:7]=[CH:6][C:5]=1[NH:12][C:13]1[CH:18]=[C:17]([C:19]([F:22])([F:21])[F:20])[CH:16]=[CH:15][C:14]=1[O:23][C:24]1[CH:29]=[CH:28][CH:27]=[CH:26][C:25]=1[C:30]([O:32]C)=[O:31].[OH-].[Na+].[ClH:37], predict the reaction product. (2) Given the reactants [OH:1][C:2]1[CH:9]=[CH:8][C:5]([CH:6]=[O:7])=[CH:4][C:3]=1[CH3:10].C([O-])([O-])=O.[K+].[K+].Cl[C:18]1[CH:26]=[CH:25][C:21]([C:22]([NH2:24])=[O:23])=[CH:20][N:19]=1.O, predict the reaction product. The product is: [NH4+:19].[OH-:1].[CH:6]([C:5]1[CH:8]=[CH:9][C:2]([O:1][C:18]2[CH:26]=[CH:25][C:21]([C:22]([NH2:24])=[O:23])=[CH:20][N:19]=2)=[C:3]([CH3:10])[CH:4]=1)=[O:7]. (3) Given the reactants Cl[C:2]1[N:11]=[C:10](Cl)[C:9]2[C:4](=[CH:5][CH:6]=[C:7]([CH3:13])[CH:8]=2)[N:3]=1.[F:14][CH:15]([CH2:18][NH2:19])[CH2:16][NH2:17].[S:20]1(=[O:32])(=[O:31])[C:26]2[CH:27]=[CH:28][CH:29]=[CH:30][C:25]=2[CH2:24][NH:23][CH2:22][CH2:21]1, predict the reaction product. The product is: [O:32]=[S:20]1(=[O:31])[C:26]2[CH:27]=[CH:28][CH:29]=[CH:30][C:25]=2[CH2:24][N:23]([C:2]2[N:11]=[C:10]([NH:17][CH2:16][CH:15]([F:14])[CH2:18][NH2:19])[C:9]3[C:4](=[CH:5][CH:6]=[C:7]([CH3:13])[CH:8]=3)[N:3]=2)[CH2:22][CH2:21]1. (4) Given the reactants [CH3:1][O:2][CH2:3][C:4]([OH:6])=O.F[P-](F)(F)(F)(F)F.N1(OC(N(C)C)=[N+](C)C)C2N=CC=CC=2N=N1.C(N(C(C)C)CC)(C)C.[NH2:40][CH2:41][C:42]1[CH:47]=[CH:46][C:45]([N:48]([CH3:59])[C:49]2[N:54]=[CH:53][C:52]3[N:55]=[CH:56][N:57]([CH3:58])[C:51]=3[CH:50]=2)=[C:44]([CH2:60][CH3:61])[CH:43]=1, predict the reaction product. The product is: [CH2:60]([C:44]1[CH:43]=[C:42]([CH:47]=[CH:46][C:45]=1[N:48]([CH3:59])[C:49]1[N:54]=[CH:53][C:52]2[N:55]=[CH:56][N:57]([CH3:58])[C:51]=2[CH:50]=1)[CH2:41][NH:40][C:4](=[O:6])[CH2:3][O:2][CH3:1])[CH3:61].